Dataset: Full USPTO retrosynthesis dataset with 1.9M reactions from patents (1976-2016). Task: Predict the reactants needed to synthesize the given product. (1) Given the product [CH2:1]([N:3]([CH2:20][CH3:21])[CH2:4][CH2:5][N:6]1[CH2:12][CH2:11][CH2:10][C:9]2[NH:13][C:14](/[CH:17]=[C:32]3\[C:33](=[O:40])[NH:34][C:35]4[C:31]\3=[C:30]([C:24]3[CH:25]=[CH:26][CH:27]=[C:28]([F:29])[C:23]=3[F:22])[C:38]([F:39])=[CH:37][CH:36]=4)=[C:15]([CH3:16])[C:8]=2[C:7]1=[O:19])[CH3:2], predict the reactants needed to synthesize it. The reactants are: [CH2:1]([N:3]([CH2:20][CH3:21])[CH2:4][CH2:5][N:6]1[CH2:12][CH2:11][CH2:10][C:9]2[NH:13][C:14]([CH:17]=O)=[C:15]([CH3:16])[C:8]=2[C:7]1=[O:19])[CH3:2].[F:22][C:23]1[C:28]([F:29])=[CH:27][CH:26]=[CH:25][C:24]=1[C:30]1[C:38]([F:39])=[CH:37][CH:36]=[C:35]2[C:31]=1[CH2:32][C:33](=[O:40])[NH:34]2.N1CCCCC1. (2) Given the product [F:28][C:29]([F:42])([F:41])[S:30]([O:21][C:9]1[C:8]2[C:3]([O:2][CH3:1])=[N:4][CH:5]=[CH:6][C:7]=2[N:11]([CH2:12][C:13]2[CH:18]=[CH:17][C:16]([O:19][CH3:20])=[CH:15][CH:14]=2)[N:10]=1)(=[O:32])=[O:31], predict the reactants needed to synthesize it. The reactants are: [CH3:1][O:2][C:3]1[C:8]2[C:9](=[O:21])[NH:10][N:11]([CH2:12][C:13]3[CH:18]=[CH:17][C:16]([O:19][CH3:20])=[CH:15][CH:14]=3)[C:7]=2[CH:6]=[CH:5][N:4]=1.N1C=CC=CC=1.[F:28][C:29]([F:42])([F:41])[S:30](O[S:30]([C:29]([F:42])([F:41])[F:28])(=[O:32])=[O:31])(=[O:32])=[O:31].[Cl-].[NH4+]. (3) Given the product [N+:16]([C:13]1[CH:14]=[CH:15][C:10]([N:1]2[CH:6]=[CH:5][N:4]=[CH:3][C:2]2=[O:7])=[CH:11][CH:12]=1)([O-:18])=[O:17], predict the reactants needed to synthesize it. The reactants are: [N:1]1[CH:6]=[CH:5][N:4]=[CH:3][C:2]=1[O-:7].[Na+].F[C:10]1[CH:15]=[CH:14][C:13]([N+:16]([O-:18])=[O:17])=[CH:12][CH:11]=1.C([O-])([O-])=O.[Cs+].[Cs+].O. (4) The reactants are: [F:1][C:2]1[CH:3]=[C:4]([CH:22]=[CH:23][C:24]=1[F:25])[CH2:5][O:6][C:7]1[CH:20]=[C:11]2[N:12]([CH2:16][C:17](O)=[O:18])[CH2:13][CH2:14][CH2:15][N:10]2[C:9](=[O:21])[N:8]=1.[CH3:26][NH2:27]. Given the product [F:1][C:2]1[CH:3]=[C:4]([CH:22]=[CH:23][C:24]=1[F:25])[CH2:5][O:6][C:7]1[CH:20]=[C:11]2[N:12]([CH2:16][C:17]([NH:27][CH3:26])=[O:18])[CH2:13][CH2:14][CH2:15][N:10]2[C:9](=[O:21])[N:8]=1, predict the reactants needed to synthesize it. (5) Given the product [C:20]1([C:19]2[S:18][CH:17]=[N:16][C:15]=2[CH2:14][N:5]2[C:1](=[O:11])[C:2]3[C:3](=[CH:7][CH:8]=[CH:9][CH:10]=3)[C:4]2=[O:6])[CH:21]=[CH:22][CH:23]=[CH:24][CH:25]=1, predict the reactants needed to synthesize it. The reactants are: [C:1]1(=[O:11])[NH:5][C:4](=[O:6])[C:3]2=[CH:7][CH:8]=[CH:9][CH:10]=[C:2]12.[K].Br[CH2:14][C:15]1[N:16]=[CH:17][S:18][C:19]=1[C:20]1[CH:25]=[CH:24][CH:23]=[CH:22][CH:21]=1. (6) Given the product [ClH:33].[F:1][C:2]1[CH:7]=[C:6]([F:8])[CH:5]=[CH:4][C:3]=1[C:9]1[CH:14]=[C:13]([C:15]([OH:18])([CH3:17])[CH3:16])[CH:12]=[C:11]([C:19]([NH:30][C@@H:28]([C:26]2[O:25][N:24]=[C:23]([CH3:22])[N:27]=2)[CH3:29])=[O:20])[CH:10]=1, predict the reactants needed to synthesize it. The reactants are: [F:1][C:2]1[CH:7]=[C:6]([F:8])[CH:5]=[CH:4][C:3]=1[C:9]1[CH:14]=[C:13]([C:15]([OH:18])([CH3:17])[CH3:16])[CH:12]=[C:11]([C:19](O)=[O:20])[CH:10]=1.[CH3:22][C:23]1[N:27]=[C:26]([C@H:28]([NH2:30])[CH3:29])[O:25][N:24]=1.C(Cl)C[Cl:33].C1C=CC2N(O)N=NC=2C=1.C(N(CC)CC)C.FC(F)(F)C(O)=O.